The task is: Predict which catalyst facilitates the given reaction.. This data is from Catalyst prediction with 721,799 reactions and 888 catalyst types from USPTO. (1) Reactant: [F:1][C:2]1[CH:7]=[CH:6][C:5]([N:8]([CH3:17])[C:9]2[CH:10]=[N:11][C:12]([O:15]C)=[CH:13][CH:14]=2)=[CH:4][CH:3]=1.[Cl:18][C:19]1[CH:26]=[CH:25][C:22]([CH2:23]Br)=[CH:21][CH:20]=1. Product: [Cl:18][C:19]1[CH:26]=[CH:25][C:22]([CH2:23][N:11]2[CH:10]=[C:9]([N:8]([C:5]3[CH:6]=[CH:7][C:2]([F:1])=[CH:3][CH:4]=3)[CH3:17])[CH:14]=[CH:13][C:12]2=[O:15])=[CH:21][CH:20]=1. The catalyst class is: 10. (2) Reactant: [CH:1]([N-:4]C(C)C)(C)[CH3:2].[Li+].CCCCCCC.O1CCCC1.C(C1C=CC=CC=1)C.C(#N)C.[C:32]([O:36][C:37]([N:39]1[CH2:44][CH2:43][CH:42]([C:45]#[N:46])[CH2:41][CH2:40]1)=[O:38])([CH3:35])([CH3:34])[CH3:33]. Product: [C:32]([O:36][C:37]([N:39]1[CH2:44][CH2:43][CH:42]([C:45]([NH2:46])=[CH:2][C:1]#[N:4])[CH2:41][CH2:40]1)=[O:38])([CH3:35])([CH3:33])[CH3:34]. The catalyst class is: 7. (3) Reactant: [C:1]([NH:7][C:8](=[O:30])[NH:9][C:10]1[N:15]=[CH:14][C:13]([O:16][C:17]2[CH:22]=[CH:21][N:20]=[C:19]([NH:23][C:24](=[O:29])OC(C)=C)[CH:18]=2)=[CH:12][CH:11]=1)(=[O:6])[C:2]([CH3:5])([CH3:4])[CH3:3].[CH3:31][N:32]1[CH2:37][CH2:36][NH:35][CH2:34][CH2:33]1.CN1CCCC1. Product: [CH3:31][N:32]1[CH2:37][CH2:36][N:35]([C:24]([NH:23][C:19]2[CH:18]=[C:17]([O:16][C:13]3[CH:14]=[N:15][C:10]([NH:9][C:8]([NH:7][C:1](=[O:6])[C:2]([CH3:4])([CH3:5])[CH3:3])=[O:30])=[CH:11][CH:12]=3)[CH:22]=[CH:21][N:20]=2)=[O:29])[CH2:34][CH2:33]1. The catalyst class is: 12. (4) Reactant: C([Li])CCC.[S:6]1[CH:10]=[CH:9][C:8]2[C:11]([C:15]([OH:17])=[O:16])=[CH:12][CH:13]=[CH:14][C:7]1=2.[Br:18][C:19]1[CH:20]=[N:21][C:22]([Cl:25])=[N:23][CH:24]=1.ClC1C(=O)C(C#N)=C(C#N)C(=O)C=1Cl.Cl. Product: [Br:18][C:19]1[C:20]([C:10]2[S:6][C:7]3[CH:14]=[CH:13][CH:12]=[C:11]([C:15]([OH:17])=[O:16])[C:8]=3[CH:9]=2)=[N:21][C:22]([Cl:25])=[N:23][CH:24]=1. The catalyst class is: 559. (5) Reactant: Cl[C:2]1[CH:7]=[C:6]([Cl:8])[N:5]=[C:4]([S:9][CH3:10])[N:3]=1.C(NC(C)C)(C)C.[NH2:18][C:19]1[CH:23]=[C:22]([CH3:24])[NH:21][N:20]=1.O. Product: [Cl:8][C:6]1[N:5]=[C:4]([S:9][CH3:10])[N:3]=[C:2]([NH:18][C:19]2[NH:20][N:21]=[C:22]([CH3:24])[CH:23]=2)[CH:7]=1. The catalyst class is: 3. (6) Reactant: [NH:1]1[CH2:4][CH:3]([NH:5][C@H:6]2[CH2:10][CH2:9][N:8]([C:11]([C:13]3[S:14][CH:15]=[CH:16][N:17]=3)=[O:12])[CH2:7]2)[CH2:2]1.[I-].[Br:19][C:20]1[CH:21]=[C:22]2[C:27](=[CH:28][CH:29]=1)[CH2:26][N:25]([C:30](N1C=C[N+](C)=C1)=[O:31])[CH2:24][CH2:23]2.CCN(CC)CC.O. Product: [Br:19][C:20]1[CH:21]=[C:22]2[C:27](=[CH:28][CH:29]=1)[CH2:26][N:25]([C:30]([N:1]1[CH2:2][CH:3]([NH:5][C@H:6]3[CH2:10][CH2:9][N:8]([C:11]([C:13]4[S:14][CH:15]=[CH:16][N:17]=4)=[O:12])[CH2:7]3)[CH2:4]1)=[O:31])[CH2:24][CH2:23]2. The catalyst class is: 2. (7) Reactant: [F:1][C:2]1[CH:15]=[CH:14][CH:13]=[C:12]([F:16])[C:3]=1[C:4]([NH:6][C:7]1[CH:11]=[CH:10][NH:9][N:8]=1)=[O:5].C[Si]([N-][Si](C)(C)C)(C)C.[Li+].Br[CH2:28][C:29]1[C:34]([C:35]([F:38])([F:37])[F:36])=[CH:33][CH:32]=[CH:31][C:30]=1[F:39]. Product: [F:1][C:2]1[CH:15]=[CH:14][CH:13]=[C:12]([F:16])[C:3]=1[C:4]([NH:6][C:7]1[CH:11]=[CH:10][N:9]([CH2:28][C:29]2[C:34]([C:35]([F:36])([F:38])[F:37])=[CH:33][CH:32]=[CH:31][C:30]=2[F:39])[N:8]=1)=[O:5]. The catalyst class is: 1. (8) Reactant: [C:1]([C:5]1[CH:6]=[C:7]([NH:16][C:17](=[O:49])[NH:18][C:19]2[C:28]3[C:23](=[CH:24][CH:25]=[CH:26][CH:27]=3)[C:22]([O:29][C:30]3[CH:35]=[CH:34][N:33]=[C:32]([NH:36][C:37]4[CH:46]=[CH:45][C:40]([C:41]([O:43]C)=[O:42])=[C:39]([O:47][CH3:48])[CH:38]=4)[CH:31]=3)=[CH:21][CH:20]=2)[CH:8]=[C:9]([NH:11][S:12]([CH3:15])(=[O:14])=[O:13])[CH:10]=1)([CH3:4])([CH3:3])[CH3:2].[OH-].[Na+].CO.[ClH:54]. Product: [ClH:54].[C:1]([C:5]1[CH:6]=[C:7]([NH:16][C:17](=[O:49])[NH:18][C:19]2[C:28]3[C:23](=[CH:24][CH:25]=[CH:26][CH:27]=3)[C:22]([O:29][C:30]3[CH:35]=[CH:34][N:33]=[C:32]([NH:36][C:37]4[CH:46]=[CH:45][C:40]([C:41]([OH:43])=[O:42])=[C:39]([O:47][CH3:48])[CH:38]=4)[CH:31]=3)=[CH:21][CH:20]=2)[CH:8]=[C:9]([NH:11][S:12]([CH3:15])(=[O:14])=[O:13])[CH:10]=1)([CH3:4])([CH3:2])[CH3:3]. The catalyst class is: 1.